The task is: Predict which catalyst facilitates the given reaction.. This data is from Catalyst prediction with 721,799 reactions and 888 catalyst types from USPTO. (1) Reactant: [C:1]([Br:5])(Br)(Br)Br.[CH3:6][N:7]1[C:11](CO)=[CH:10][C:9]([CH3:14])=[N:8]1.C1(P(C2C=CC=CC=2)C2C=CC=CC=2)C=CC=CC=1. Product: [Br:5][CH2:1][C:11]1[N:7]([CH3:6])[N:8]=[C:9]([CH3:14])[CH:10]=1. The catalyst class is: 1. (2) Reactant: [C:1]([O:5][C:6]([NH:8][CH:9]([CH2:16][S:17][C:18]1[CH:23]=[CH:22][CH:21]=[CH:20][CH:19]=1)[CH2:10][CH2:11][C:12](OC)=[O:13])=[O:7])([CH3:4])([CH3:3])[CH3:2].C([BH-](CC)CC)C.[Li+]. Product: [OH:13][CH2:12][CH2:11][CH2:10][CH:9]([NH:8][C:6](=[O:7])[O:5][C:1]([CH3:3])([CH3:2])[CH3:4])[CH2:16][S:17][C:18]1[CH:19]=[CH:20][CH:21]=[CH:22][CH:23]=1. The catalyst class is: 1. (3) Reactant: [Cl:1][C:2]1[CH:3]=[C:4]2[C:8](=[CH:9][CH:10]=1)[NH:7][C:6](=[O:11])[C:5]12[C:23]2[NH:22][C:21]3[C:16](=[CH:17][C:18]([O:24]C)=[CH:19][CH:20]=3)[C:15]=2[CH2:14][CH:13]([CH3:26])[NH:12]1.B(Cl)(Cl)Cl. Product: [Cl:1][C:2]1[CH:3]=[C:4]2[C:8](=[CH:9][CH:10]=1)[NH:7][C:6](=[O:11])[C:5]12[C:23]2[NH:22][C:21]3[C:16](=[CH:17][C:18]([OH:24])=[CH:19][CH:20]=3)[C:15]=2[CH2:14][CH:13]([CH3:26])[NH:12]1. The catalyst class is: 2. (4) Reactant: C[O:2][C:3]1[CH:8]=[C:7]2[O:9][CH2:10][CH2:11][C:12]3([CH2:17][CH2:16][CH2:15][N:14]4[CH:18]=[N:19][CH:20]=[C:13]34)[C:6]2=[CH:5][CH:4]=1.C[Si](I)(C)C.CO. Product: [CH:20]1[N:19]=[CH:18][N:14]2[CH2:15][CH2:16][CH2:17][C:12]3([C:6]4[C:7](=[CH:8][C:3]([OH:2])=[CH:4][CH:5]=4)[O:9][CH2:10][CH2:11]3)[C:13]=12. The catalyst class is: 10. (5) Reactant: [NH:1]([C:3]1[CH:11]=[CH:10][C:6]([C:7]([OH:9])=[O:8])=[CH:5][CH:4]=1)[NH2:2].[C:12]([CH2:15][C:16](=O)[CH3:17])(=O)[CH3:13]. Product: [CH3:13][C:12]1[CH:15]=[C:16]([CH3:17])[N:1]([C:3]2[CH:4]=[CH:5][C:6]([C:7]([OH:9])=[O:8])=[CH:10][CH:11]=2)[N:2]=1. The catalyst class is: 8. (6) Reactant: [OH-].[Li+].C[O:4][C:5](=[O:40])[C@@H:6]1[CH2:10][CH:9]([O:11][C:12]2[CH:17]=[CH:16][CH:15]=[CH:14][CH:13]=2)[CH2:8][N:7]1[C:18](=[O:39])[C@H:19]([CH:36]([CH3:38])[CH3:37])[NH:20][C:21](=[O:35])[C@H:22]([CH2:27][C:28]1[CH:33]=[CH:32][C:31]([OH:34])=[CH:30][CH:29]=1)[NH:23][C:24](=[O:26])[CH3:25].Cl. Product: [C:24]([NH:23][C@H:22]([C:21]([NH:20][C@H:19]([C:18]([N:7]1[CH2:8][CH:9]([O:11][C:12]2[CH:17]=[CH:16][CH:15]=[CH:14][CH:13]=2)[CH2:10][C@H:6]1[C:5]([OH:40])=[O:4])=[O:39])[CH:36]([CH3:38])[CH3:37])=[O:35])[CH2:27][C:28]1[CH:29]=[CH:30][C:31]([OH:34])=[CH:32][CH:33]=1)(=[O:26])[CH3:25]. The catalyst class is: 30.